From a dataset of Full USPTO retrosynthesis dataset with 1.9M reactions from patents (1976-2016). Predict the reactants needed to synthesize the given product. (1) Given the product [ClH:33].[O:24]=[C:22]1[C:21]2[C:16](=[CH:17][CH:18]=[C:19]([NH:25][S:26]([CH3:29])(=[O:28])=[O:27])[CH:20]=2)[O:15][C:12]2([CH2:11][CH2:10][NH:9][CH2:14][CH2:13]2)[CH2:23]1, predict the reactants needed to synthesize it. The reactants are: C([N:9]1[CH2:14][CH2:13][C:12]2([CH2:23][C:22](=[O:24])[C:21]3[C:16](=[CH:17][CH:18]=[C:19]([NH:25][S:26]([CH3:29])(=[O:28])=[O:27])[CH:20]=3)[O:15]2)[CH2:11][CH2:10]1)(=O)C1C=CC=CC=1.C(O)C.[ClH:33].CO. (2) Given the product [N:1]([C:4]1[CH:5]=[CH:6][C:7]([CH3:30])=[C:8]([C:10]([C:12]2[CH:17]=[CH:16][C:15]([NH:18][C:19]3[CH:24]=[CH:23][CH:22]=[C:21]([Cl:53])[CH:20]=3)=[CH:14][C:13]=2[Cl:29])=[O:11])[CH:9]=1)=[N+:2]=[N-:3], predict the reactants needed to synthesize it. The reactants are: [N:1]([C:4]1[CH:5]=[CH:6][C:7]([CH3:30])=[C:8]([C:10]([C:12]2[CH:17]=[CH:16][C:15]([NH:18][C:19]3[CH:24]=[CH:23][C:22](C(F)(F)F)=[CH:21][CH:20]=3)=[CH:14][C:13]=2[Cl:29])=[O:11])[CH:9]=1)=[N+:2]=[N-:3].NC1C=CC(C)=C(C(C2C=CC(NC3C=CC=C([Cl:53])C=3)=CC=2Cl)=O)C=1. (3) Given the product [NH2:21][C@H:2]1[CH2:6][CH2:5][C@H:4]([CH2:7][CH2:8][CH2:9][CH2:10][PH:11](=[O:15])[OH:12])[CH2:3]1, predict the reactants needed to synthesize it. The reactants are: O[C@@H:2]1[CH2:6][CH2:5][C@H:4]([CH2:7][CH2:8][CH2:9][CH2:10][PH:11](=[O:15])[O:12]CC)[CH2:3]1.CCOC(/[N:21]=N/C(OCC)=O)=O.N=[N+]=[N-].C1(P(C2C=CC=CC=2)C2C=CC=CC=2)C=CC=CC=1. (4) Given the product [CH:1]([N:4]1[CH2:9][CH2:8][N:7]([C:11]2[N:12]=[N:13][C:14]([C:17]3[CH:18]=[CH:19][C:20]([C:23]([F:24])([F:26])[F:25])=[CH:21][CH:22]=3)=[CH:15][CH:16]=2)[CH2:6][CH2:5]1)([CH3:3])[CH3:2], predict the reactants needed to synthesize it. The reactants are: [CH:1]([N:4]1[CH2:9][CH2:8][NH:7][CH2:6][CH2:5]1)([CH3:3])[CH3:2].Cl[C:11]1[N:12]=[N:13][C:14]([C:17]2[CH:22]=[CH:21][C:20]([C:23]([F:26])([F:25])[F:24])=[CH:19][CH:18]=2)=[CH:15][CH:16]=1. (5) Given the product [F:41][C:40]([F:43])([F:42])[S:37]([O:25][C:9]1[CH:8]=[C:7]([CH3:6])[N:12]=[C:11]2[N:13]([C:16]3[CH:21]=[CH:20][C:19]([O:22][CH3:23])=[CH:18][C:17]=3[CH3:24])[CH2:14][CH2:15][C:10]=12)(=[O:39])=[O:38], predict the reactants needed to synthesize it. The reactants are: CS(O)(=O)=O.[CH3:6][C:7]1[NH:12][C:11]2[N:13]([C:16]3[CH:21]=[CH:20][C:19]([O:22][CH3:23])=[CH:18][C:17]=3[CH3:24])[CH2:14][CH2:15][C:10]=2[C:9](=[O:25])[CH:8]=1.C([O-])(O)=O.[Na+].N1C=CC=CC=1.[S:37](O[S:37]([C:40]([F:43])([F:42])[F:41])(=[O:39])=[O:38])([C:40]([F:43])([F:42])[F:41])(=[O:39])=[O:38]. (6) Given the product [CH:34]1([C:37]([NH:1][C@@H:2]2[CH2:7][CH2:6][C@H:5]([NH:8][C:9]([C:11]3[C:15]4[N:16]=[CH:17][N:18]=[C:19]([C:20]5[C:28]6[O:27][CH2:26][O:25][C:24]=6[CH:23]=[CH:22][C:21]=5[O:29][CH2:30][CH:31]5[CH2:33][CH2:32]5)[C:14]=4[NH:13][CH:12]=3)=[O:10])[CH2:4][CH2:3]2)=[O:38])[CH2:36][CH2:35]1, predict the reactants needed to synthesize it. The reactants are: [NH2:1][C@@H:2]1[CH2:7][CH2:6][C@H:5]([NH:8][C:9]([C:11]2[C:15]3[N:16]=[CH:17][N:18]=[C:19]([C:20]4[C:28]5[O:27][CH2:26][O:25][C:24]=5[CH:23]=[CH:22][C:21]=4[O:29][CH2:30][CH:31]4[CH2:33][CH2:32]4)[C:14]=3[NH:13][CH:12]=2)=[O:10])[CH2:4][CH2:3]1.[CH:34]1([C:37](Cl)=[O:38])[CH2:36][CH2:35]1. (7) Given the product [Cl:30][C:7]1[C:6]2[N:13]=[CH:14][N:15]([C:16]3[CH:21]=[CH:20][CH:19]=[CH:18][C:17]=3[Cl:22])[C:5]=2[C:4]2[CH:3]=[C:2]([Cl:1])[CH:11]=[CH:10][C:9]=2[N:8]=1, predict the reactants needed to synthesize it. The reactants are: [Cl:1][C:2]1[CH:11]=[CH:10][C:9]2[N+:8]([O-])=[CH:7][C:6]3[N:13]=[CH:14][N:15]([C:16]4[CH:21]=[CH:20][CH:19]=[CH:18][C:17]=4[Cl:22])[C:5]=3[C:4]=2[CH:3]=1.CN(C=O)C.O=P(Cl)(Cl)[Cl:30].O. (8) Given the product [CH:12]1([CH2:11][C@H:10]([C:17]2[CH:22]=[CH:21][C:20]([S:23]([CH3:26])(=[O:25])=[O:24])=[C:19]([CH3:27])[CH:18]=2)[C:9]([NH:8][C:5]2[CH:4]=[N:3][C:2]([C:41]#[C:40][C:39]([OH:38])([CH3:43])[CH3:42])=[CH:7][N:6]=2)=[O:28])[CH2:16][CH2:15][CH2:14][CH2:13]1, predict the reactants needed to synthesize it. The reactants are: Br[C:2]1[N:3]=[CH:4][C:5]([NH:8][C:9](=[O:28])[C@@H:10]([C:17]2[CH:22]=[CH:21][C:20]([S:23]([CH3:26])(=[O:25])=[O:24])=[C:19]([CH3:27])[CH:18]=2)[CH2:11][CH:12]2[CH2:16][CH2:15][CH2:14][CH2:13]2)=[N:6][CH:7]=1.C(N(CC)C(C)C)(C)C.[OH:38][C:39]([CH3:43])([CH3:42])[C:40]#[CH:41].